This data is from Forward reaction prediction with 1.9M reactions from USPTO patents (1976-2016). The task is: Predict the product of the given reaction. (1) Given the reactants [Cl:1][C:2]1[CH:3]=[C:4]([CH:6]=[CH:7][C:8]=1I)[NH2:5].[B:10]1([B:10]2[O:14][C:13]([CH3:16])([CH3:15])[C:12]([CH3:18])([CH3:17])[O:11]2)[O:14][C:13]([CH3:16])([CH3:15])[C:12]([CH3:18])([CH3:17])[O:11]1, predict the reaction product. The product is: [Cl:1][C:2]1[CH:3]=[C:4]([CH:6]=[CH:7][C:8]=1[B:10]1[O:14][C:13]([CH3:16])([CH3:15])[C:12]([CH3:18])([CH3:17])[O:11]1)[NH2:5]. (2) Given the reactants [N:1]1[CH:6]=[CH:5][C:4]([C:7]2[N:8]3[CH2:14][CH2:13][CH2:12][C:9]3=[N:10][N:11]=2)=[CH:3][CH:2]=1.O=C1[CH:21]([C:22]([O:24][CH2:25][CH3:26])=[O:23])CCCN1.C(NN)(=O)C1C=CN=CC=1, predict the reaction product. The product is: [N:1]1[CH:2]=[CH:3][C:4]([C:7]2[N:8]3[CH2:14][CH2:13][CH2:12][CH:21]([C:22]([O:24][CH2:25][CH3:26])=[O:23])[C:9]3=[N:10][N:11]=2)=[CH:5][CH:6]=1. (3) Given the reactants [CH2:1]([C:3]1[CH:4]=[C:5]2[C:9](=[CH:10][C:11]=1[CH2:12][CH3:13])[CH2:8][CH:7]([NH:14][CH2:15][C@@H:16]([C:18]1[CH:27]=[CH:26][C:25]([OH:28])=[C:24]3[C:19]=1[CH:20]=[CH:21][C:22](=[O:29])[NH:23]3)[OH:17])[CH2:6]2)[CH3:2].O.[C:31]1([CH3:41])[CH:36]=[CH:35][C:34]([S:37]([OH:40])(=[O:39])=[O:38])=[CH:33][CH:32]=1, predict the reaction product. The product is: [S:37]([C:34]1[CH:35]=[CH:36][C:31]([CH3:41])=[CH:32][CH:33]=1)([OH:40])(=[O:39])=[O:38].[CH2:12]([C:11]1[CH:10]=[C:9]2[C:5](=[CH:4][C:3]=1[CH2:1][CH3:2])[CH2:6][CH:7]([NH:14][CH2:15][C@@H:16]([C:18]1[CH:27]=[CH:26][C:25]([OH:28])=[C:24]3[C:19]=1[CH:20]=[CH:21][C:22](=[O:29])[NH:23]3)[OH:17])[CH2:8]2)[CH3:13]. (4) Given the reactants [F:1][C:2]([F:11])([F:10])[C:3]1[CH:9]=[CH:8][C:6]([NH2:7])=[CH:5][CH:4]=1.Cl[CH2:13][CH2:14][N:15]=[C:16]=[O:17].C(=O)([O-])[O-].[K+].[K+].CC([O-])(C)C.[K+].Cl, predict the reaction product. The product is: [F:1][C:2]([F:10])([F:11])[C:3]1[CH:9]=[CH:8][C:6]([N:7]2[CH2:13][CH2:14][NH:15][C:16]2=[O:17])=[CH:5][CH:4]=1.